Dataset: Retrosynthesis with 50K atom-mapped reactions and 10 reaction types from USPTO. Task: Predict the reactants needed to synthesize the given product. (1) Given the product Cc1cc(C)cc(-c2[nH]c3ccc(O)cc3c2CCN)c1, predict the reactants needed to synthesize it. The reactants are: Cc1cc(C)cc(-c2[nH]c3ccc(O)cc3c2CCN2C(=O)c3ccccc3C2=O)c1. (2) Given the product N#Cc1cc([N+](=O)[O-])ccc1OCc1cccc(F)c1, predict the reactants needed to synthesize it. The reactants are: N#Cc1cc([N+](=O)[O-])ccc1F.OCc1cccc(F)c1.